This data is from Forward reaction prediction with 1.9M reactions from USPTO patents (1976-2016). The task is: Predict the product of the given reaction. Given the reactants C(O)(C(F)(F)F)=O.[NH2:8][C:9]1[N:17]=[CH:16][N:15]=[C:14]2[C:10]=1[N:11]=[CH:12][N:13]2[C@H:18]1[C@@H:22]2[O:23]C(C)(C)[O:25][C@@H:21]2[C@@H:20]([CH2:28][N:29]([CH2:47][CH3:48])[CH2:30][CH2:31][CH2:32][NH:33][C:34]2[NH:38][C:37]3[CH:39]=[CH:40][C:41]([C:43]([CH3:46])([CH3:45])[CH3:44])=[CH:42][C:36]=3[N:35]=2)[O:19]1, predict the reaction product. The product is: [NH2:8][C:9]1[N:17]=[CH:16][N:15]=[C:14]2[C:10]=1[N:11]=[CH:12][N:13]2[C@H:18]1[C@H:22]([OH:23])[C@H:21]([OH:25])[C@@H:20]([CH2:28][N:29]([CH2:30][CH2:31][CH2:32][NH:33][C:34]2[NH:38][C:37]3[CH:39]=[CH:40][C:41]([C:43]([CH3:44])([CH3:46])[CH3:45])=[CH:42][C:36]=3[N:35]=2)[CH2:47][CH3:48])[O:19]1.